Predict the reaction yield, written as a fraction of the theoretical maximum amount of product (1.0 means a 100% yield; for example, 0.34 means a 34% yield). From a dataset of Reaction yield outcomes from USPTO patents with 853,638 reactions. (1) The reactants are [F:1][C:2]1[CH:7]=[CH:6][CH:5]=[CH:4][C:3]=1[C:8]1[N:17]([NH:18][CH2:19][C:20]2[CH:29]=[CH:28][C:23]([C:24]([O:26]C)=[O:25])=[CH:22][CH:21]=2)[C:16](=[O:30])[C:15]2[C:10](=[CH:11][CH:12]=[CH:13][CH:14]=2)[N:9]=1.FC(F)(F)C(O)=O. The catalyst is ClCCl. The product is [F:1][C:2]1[CH:7]=[CH:6][CH:5]=[CH:4][C:3]=1[C:8]1[N:17]([NH:18][CH2:19][C:20]2[CH:21]=[CH:22][C:23]([C:24]([OH:26])=[O:25])=[CH:28][CH:29]=2)[C:16](=[O:30])[C:15]2[C:10](=[CH:11][CH:12]=[CH:13][CH:14]=2)[N:9]=1. The yield is 0.800. (2) The catalyst is CO. The reactants are [CH3:1][C@@:2]([NH:15][NH2:16])([C:12]([OH:14])=[O:13])[CH2:3][C:4]1[CH:5]=[CH:6][C:7]([OH:11])=[C:8]([OH:10])[CH:9]=1.[C:17](Cl)(=O)C. The product is [OH:10][C:8]1[CH:9]=[C:4]([CH2:3][C:2]([NH:15][NH2:16])([CH3:1])[C:12]([O:14][CH3:17])=[O:13])[CH:5]=[CH:6][C:7]=1[OH:11]. The yield is 0.990.